This data is from Reaction yield outcomes from USPTO patents with 853,638 reactions. The task is: Predict the reaction yield, written as a fraction of the theoretical maximum amount of product (1.0 means a 100% yield; for example, 0.34 means a 34% yield). (1) The reactants are C(OC([NH:8][CH2:9][CH:10]1[CH2:15][CH2:14][N:13]([CH2:16][C:17]2([C:22]([OH:24])=[O:23])[CH2:21][CH2:20][CH2:19][CH2:18]2)[CH2:12][CH2:11]1)=O)(C)(C)C.[CH3:25][C:26]1[CH:27]=[CH:28][C:29]([S:32]([OH:35])(=[O:34])=[O:33])=[CH:30][CH:31]=1.O.CCN(CC)CC. The catalyst is C1COCC1. The product is [CH3:25][C:26]1[CH:27]=[CH:28][C:29]([S:32]([OH:35])(=[O:34])=[O:33])=[CH:30][CH:31]=1.[NH2:8][CH2:9][CH:10]1[CH2:15][CH2:14][N:13]([CH2:16][C:17]2([C:22]([OH:24])=[O:23])[CH2:21][CH2:20][CH2:19][CH2:18]2)[CH2:12][CH2:11]1. The yield is 0.970. (2) The reactants are [C:1]([C:5]1[CH:6]=[C:7]([CH:42]=[C:43]([C:45]([O:47][CH3:48])=[O:46])[CH:44]=1)[CH2:8][C:9]1([CH2:19][CH2:20][CH2:21][S:22][C:23]([C:36]2[CH:41]=[CH:40][CH:39]=[CH:38][CH:37]=2)([C:30]2[CH:35]=[CH:34][CH:33]=[CH:32][CH:31]=2)[C:24]2[CH:29]=[CH:28][CH:27]=[CH:26][CH:25]=2)[C:14](=[O:15])[O:13]C(C)(C)[O:11][C:10]1=[O:18])([CH3:4])([CH3:3])[CH3:2].[OH-].[Na+]. The catalyst is O1CCOCC1.O. The product is [C:1]([C:5]1[CH:6]=[C:7]([CH:42]=[C:43]([C:45]([O:47][CH3:48])=[O:46])[CH:44]=1)[CH2:8][C:9]([CH2:19][CH2:20][CH2:21][S:22][C:23]([C:36]1[CH:41]=[CH:40][CH:39]=[CH:38][CH:37]=1)([C:30]1[CH:31]=[CH:32][CH:33]=[CH:34][CH:35]=1)[C:24]1[CH:25]=[CH:26][CH:27]=[CH:28][CH:29]=1)([C:10]([OH:18])=[O:11])[C:14]([OH:15])=[O:13])([CH3:4])([CH3:2])[CH3:3]. The yield is 0.900. (3) The reactants are Cl.[NH2:2][C:3]1[CH:8]([N:9]2[C:17](=[O:18])[C:16]3[C:11](=[CH:12][CH:13]=[CH:14][CH:15]=3)[C:10]2=[O:19])[CH2:7][CH2:6][CH2:5][N:4]=1.C[O-].[Na+].[Na].[N:24]1[CH:29]=[CH:28][C:27]([C:30](=O)[CH2:31][C:32](OCC)=[O:33])=[CH:26][CH:25]=1. The catalyst is C1(C)C=CC=CC=1.CO. The product is [O:33]=[C:32]1[N:4]2[CH2:5][CH2:6][CH2:7][CH:8]([N:9]3[C:10](=[O:19])[C:11]4[C:16](=[CH:15][CH:14]=[CH:13][CH:12]=4)[C:17]3=[O:18])[C:3]2=[N:2][C:30]([C:27]2[CH:28]=[CH:29][N:24]=[CH:25][CH:26]=2)=[CH:31]1. The yield is 0.340. (4) The reactants are Cl.O1CCOCC1.[CH3:8][C:9]1[CH:14]=[CH:13][N:12]=[CH:11][C:10]=1[N:15]1[CH2:19][CH2:18][N:17]([C:20]2[CH:21]=[N:22][N:23](C(C3C=CC=CC=3)(C3C=CC=CC=3)C3C=CC=CC=3)[CH:24]=2)[C:16]1=[O:44].CO. The catalyst is O1CCOCC1.C(Cl)Cl. The product is [CH3:8][C:9]1[CH:14]=[CH:13][N:12]=[CH:11][C:10]=1[N:15]1[CH2:19][CH2:18][N:17]([C:20]2[CH:24]=[N:23][NH:22][CH:21]=2)[C:16]1=[O:44]. The yield is 0.550. (5) The reactants are C(Cl)(=O)C(Cl)=O.[F:7][C:8]1[CH:19]=[CH:18][CH:17]=[CH:16][C:9]=1[O:10][CH2:11][CH2:12][C:13]([OH:15])=O.[Cl-].[Al+3].[Cl-].[Cl-]. The catalyst is CN(C=O)C.C(Cl)Cl. The product is [F:7][C:8]1[CH:19]=[CH:18][CH:17]=[C:16]2[C:9]=1[O:10][CH2:11][CH2:12][C:13]2=[O:15]. The yield is 0.980. (6) The reactants are [C:1]([O:5][C:6](=[O:32])/[CH:7]=[CH:8]/[C:9]1[CH:14]=[CH:13][C:12]([C:15]2[CH:20]=[CH:19][C:18]([OH:21])=[C:17]([C:22]34[CH2:31][CH:26]5[CH2:27][CH:28]([CH2:30][CH:24]([CH2:25]5)[CH2:23]3)[CH2:29]4)[CH:16]=2)=[CH:11][CH:10]=1)([CH3:4])([CH3:3])[CH3:2].Cl[CH2:34][N:35]1[C:39](=[O:40])[C:38]2=[CH:41][CH:42]=[CH:43][CH:44]=[C:37]2[C:36]1=[O:45].C([O-])([O-])=O.[K+].[K+].[Na+].[I-]. The yield is 0.550. No catalyst specified. The product is [C:1]([O:5][C:6](=[O:32])[CH:7]=[CH:8][C:9]1[CH:10]=[CH:11][C:12]([C:15]2[CH:20]=[CH:19][C:18]([O:21][CH2:34][N:35]3[C:39](=[O:40])[C:38]4[C:37](=[CH:44][CH:43]=[CH:42][CH:41]=4)[C:36]3=[O:45])=[C:17]([C:22]34[CH2:31][CH:26]5[CH2:27][CH:28]([CH2:30][CH:24]([CH2:25]5)[CH2:23]3)[CH2:29]4)[CH:16]=2)=[CH:13][CH:14]=1)([CH3:4])([CH3:2])[CH3:3]. (7) The reactants are [CH3:1][O:2][C:3](=[O:23])[C:4]1[CH:9]=[C:8]([C:10]2[O:11][CH2:12][CH2:13][CH:14]=2)[C:7]([C:15]([F:18])([F:17])[F:16])=[CH:6][C:5]=1[NH:19][C:20](=[O:22])[CH3:21]. The catalyst is C1COCC1.[Ni]. The product is [CH3:1][O:2][C:3](=[O:23])[C:4]1[CH:9]=[C:8]([CH:10]2[CH2:14][CH2:13][CH2:12][O:11]2)[C:7]([C:15]([F:17])([F:18])[F:16])=[CH:6][C:5]=1[NH:19][C:20](=[O:22])[CH3:21]. The yield is 1.00. (8) The reactants are [CH3:1][C:2]1[O:6][N:5]=[C:4]([C:7]2[CH:12]=[CH:11][C:10]([C@@H:13]3[O:18][CH2:17][CH2:16][N:15](C(OC(C)(C)C)=O)[CH2:14]3)=[CH:9][CH:8]=2)[N:3]=1.[ClH:26]. The catalyst is C(OCC)(=O)C. The product is [ClH:26].[CH3:1][C:2]1[O:6][N:5]=[C:4]([C:7]2[CH:12]=[CH:11][C:10]([C@@H:13]3[O:18][CH2:17][CH2:16][NH:15][CH2:14]3)=[CH:9][CH:8]=2)[N:3]=1. The yield is 0.960. (9) The reactants are [N:1]([C@H:4]([CH3:30])[CH2:5][CH2:6][CH2:7][CH2:8][N:9]1[C:18](=[O:19])[C:17]2[NH:16][C:15]([CH2:20][NH:21][C:22]([O:24][C:25]([CH3:28])([CH3:27])[CH3:26])=[O:23])=[N:14][C:13]=2[N:12]([CH3:29])[C:10]1=[O:11])=[N+]=[N-].[H][H]. The catalyst is C(O)C.[Pd]. The product is [NH2:1][C@H:4]([CH3:30])[CH2:5][CH2:6][CH2:7][CH2:8][N:9]1[C:18](=[O:19])[C:17]2[NH:16][C:15]([CH2:20][NH:21][C:22]([O:24][C:25]([CH3:27])([CH3:26])[CH3:28])=[O:23])=[N:14][C:13]=2[N:12]([CH3:29])[C:10]1=[O:11]. The yield is 0.770.